Task: Predict the product of the given reaction.. Dataset: Forward reaction prediction with 1.9M reactions from USPTO patents (1976-2016) (1) Given the reactants [C:1]([O:5][C:6]([N:8]1[CH2:13][CH2:12][CH:11]([NH:14][S:15]([C:18]2[CH:23]=[CH:22][C:21]([Cl:24])=[CH:20][C:19]=2[NH2:25])(=[O:17])=[O:16])[CH2:10][CH2:9]1)=[O:7])([CH3:4])([CH3:3])[CH3:2].Br[C:27]1([CH2:38][C:39]2[CH:44]=[CH:43][CH:42]=[C:41]([Cl:45])[CH:40]=2)[C:35]2[C:30](=[CH:31][C:32]([Cl:36])=[CH:33][CH:34]=2)[NH:29][C:28]1=[O:37].C([O-])([O-])=O.[K+].[K+], predict the reaction product. The product is: [C:1]([O:5][C:6]([N:8]1[CH2:13][CH2:12][CH:11]([NH:14][S:15]([C:18]2[CH:23]=[CH:22][C:21]([Cl:24])=[CH:20][C:19]=2[NH:25][C:27]2([CH2:38][C:39]3[CH:44]=[CH:43][CH:42]=[C:41]([Cl:45])[CH:40]=3)[C:35]3[C:30](=[CH:31][C:32]([Cl:36])=[CH:33][CH:34]=3)[NH:29][C:28]2=[O:37])(=[O:16])=[O:17])[CH2:10][CH2:9]1)=[O:7])([CH3:4])([CH3:2])[CH3:3]. (2) Given the reactants C(Cl)(=O)C(Cl)=O.[Br:7][C:8]1[CH:16]=[CH:15][C:11]([C:12]([OH:14])=O)=[C:10]([CH3:17])[CH:9]=1.[CH3:18][N:19]1[CH2:24][CH2:23][NH:22][CH2:21][CH2:20]1, predict the reaction product. The product is: [Br:7][C:8]1[CH:16]=[CH:15][C:11]([C:12]([N:22]2[CH2:23][CH2:24][N:19]([CH3:18])[CH2:20][CH2:21]2)=[O:14])=[C:10]([CH3:17])[CH:9]=1. (3) The product is: [NH:16]1[CH:20]=[CH:19][N:18]=[C:17]1[CH2:21][N:22]([CH2:29][C:30]1[CH:38]=[CH:37][C:33]([C:34]([NH:15][C:12]2[CH:13]=[CH:14][C:9]([CH2:8][N:4]([CH2:5][CH2:6][CH3:7])[CH2:1][CH2:2][CH3:3])=[CH:10][CH:11]=2)=[O:35])=[CH:32][CH:31]=1)[CH2:23][C:24]1[NH:28][CH:27]=[CH:26][N:25]=1. Given the reactants [CH2:1]([N:4]([CH2:8][C:9]1[CH:14]=[CH:13][C:12]([NH2:15])=[CH:11][CH:10]=1)[CH2:5][CH2:6][CH3:7])[CH2:2][CH3:3].[NH:16]1[CH:20]=[CH:19][N:18]=[C:17]1[CH2:21][N:22]([CH2:29][C:30]1[CH:38]=[CH:37][C:33]([C:34](O)=[O:35])=[CH:32][CH:31]=1)[CH2:23][C:24]1[NH:25][CH:26]=[CH:27][N:28]=1.C1C=CC2N(O)N=NC=2C=1.N=C=N, predict the reaction product. (4) Given the reactants [CH3:1][C:2]1[C:7]([CH3:8])=[CH:6][C:5]([OH:9])=[C:4]([NH2:10])[CH:3]=1.C(=O)(O)[O-].[Na+].Br[CH2:17][C:18](Br)=[O:19].CCOC(C)=O, predict the reaction product. The product is: [CH3:1][C:2]1[C:7]([CH3:8])=[CH:6][C:5]2[O:9][CH2:17][C:18](=[O:19])[NH:10][C:4]=2[CH:3]=1. (5) Given the reactants Br.[CH3:2][O:3][C:4](=[O:12])[CH2:5][C:6]1[S:10][C:9]([NH2:11])=[N:8][CH:7]=1.CCN(C(C)C)C(C)C.[F:22][C:23]([F:34])([F:33])[C:24]1[CH:25]=[C:26]([N:30]=[C:31]=[O:32])[CH:27]=[CH:28][CH:29]=1, predict the reaction product. The product is: [CH3:2][O:3][C:4](=[O:12])[CH2:5][C:6]1[S:10][C:9]([NH:11][C:31]([NH:30][C:26]2[CH:27]=[CH:28][CH:29]=[C:24]([C:23]([F:22])([F:33])[F:34])[CH:25]=2)=[O:32])=[N:8][CH:7]=1. (6) Given the reactants [Cl:1][C:2]1[CH:3]=[CH:4][C:5]([S:10]([CH2:13][CH3:14])(=[O:12])=[O:11])=[C:6]([NH:8][NH2:9])[CH:7]=1.[CH3:15][C:16]1[NH:17][C:18](=[O:25])[CH:19]=[C:20]([C:22](O)=[O:23])[CH:21]=1, predict the reaction product. The product is: [Cl:1][C:2]1[CH:3]=[CH:4][C:5]([S:10]([CH2:13][CH3:14])(=[O:12])=[O:11])=[C:6]([NH:8][NH:9][C:22]([C:20]2[CH:21]=[C:16]([CH3:15])[NH:17][C:18](=[O:25])[CH:19]=2)=[O:23])[CH:7]=1. (7) Given the reactants [NH2:1][C:2]1[CH:7]=[C:6]([CH3:8])[C:5](Br)=[CH:4][N:3]=1.[N:10]1([S:16]([C:19]2[CH:24]=[CH:23][C:22]([SH:25])=[CH:21][CH:20]=2)(=[O:18])=[O:17])[CH2:15][CH2:14][CH2:13][CH2:12][CH2:11]1.[Cl:26][C:27]1[CH:32]=[C:31]([Cl:33])[CH:30]=[CH:29][C:28]=1[S:34](Cl)(=[O:36])=[O:35], predict the reaction product. The product is: [Cl:26][C:27]1[CH:32]=[C:31]([Cl:33])[CH:30]=[CH:29][C:28]=1[S:34]([NH:1][C:2]1[CH:7]=[C:6]([CH3:8])[C:5]([S:25][C:22]2[CH:21]=[CH:20][C:19]([S:16]([N:10]3[CH2:11][CH2:12][CH2:13][CH2:14][CH2:15]3)(=[O:18])=[O:17])=[CH:24][CH:23]=2)=[CH:4][N:3]=1)(=[O:36])=[O:35]. (8) Given the reactants Br[C:2]1[CH:3]=[C:4]([CH:9]=[CH:10][CH:11]=1)[C:5]([O:7][CH3:8])=[O:6].[CH2:12]([Sn](CCCC)CCCC)[CH2:13][CH2:14]C.O, predict the reaction product. The product is: [CH2:14]([C:2]1[CH:3]=[C:4]([CH:9]=[CH:10][CH:11]=1)[C:5]([O:7][CH3:8])=[O:6])[CH:13]=[CH2:12]. (9) The product is: [Br:1][C:2]1[CH:3]=[CH:4][C:5]([NH:8][C:9]2[S:10][C:11]3[CH:17]=[C:16]([F:18])[CH:15]=[CH:14][C:12]=3[N:13]=2)=[C:6]([F:29])[CH:7]=1. Given the reactants [Br:1][C:2]1[CH:7]=[CH:6][C:5]([NH:8][C:9]2[S:10][C:11]3[CH:17]=[C:16]([F:18])[CH:15]=[CH:14][C:12]=3[N:13]=2)=[CH:4][CH:3]=1.ClC1SC2C=C([F:29])C=CC=2N=1.FC1C=C(Br)C=CC=1N, predict the reaction product. (10) Given the reactants Cl[C:2]1[CH:7]=[C:6]([O:8][CH2:9][C:10]2[CH:15]=[CH:14][C:13]([O:16][CH3:17])=[CH:12][CH:11]=2)[N:5]=[C:4]([C:18]2[S:19][CH:20]=[C:21]([C:23]([F:26])([F:25])[F:24])[N:22]=2)[N:3]=1.[CH:27]([C:30]1[N:31]=[C:32]([Sn](CCCC)(CCCC)CCCC)[S:33][CH:34]=1)([CH3:29])[CH3:28].COC1C=C(C2SC=C(C(F)(F)F)N=2)N=C(C2SC=C(C)N=2)C=1, predict the reaction product. The product is: [CH:27]([C:30]1[N:31]=[C:32]([C:2]2[CH:7]=[C:6]([O:8][CH2:9][C:10]3[CH:15]=[CH:14][C:13]([O:16][CH3:17])=[CH:12][CH:11]=3)[N:5]=[C:4]([C:18]3[S:19][CH:20]=[C:21]([C:23]([F:26])([F:25])[F:24])[N:22]=3)[N:3]=2)[S:33][CH:34]=1)([CH3:29])[CH3:28].